Dataset: Full USPTO retrosynthesis dataset with 1.9M reactions from patents (1976-2016). Task: Predict the reactants needed to synthesize the given product. (1) Given the product [C:20]([O:24][C:25]([NH:27][CH2:28][CH2:29][CH2:30][O:13][C:5]1[CH:4]=[C:3]([O:2][CH3:1])[CH:12]=[CH:11][C:6]=1[C:7]([O:9][CH3:10])=[O:8])=[O:26])([CH3:23])([CH3:22])[CH3:21], predict the reactants needed to synthesize it. The reactants are: [CH3:1][O:2][C:3]1[CH:4]=[C:5]([OH:13])[C:6](=[CH:11][CH:12]=1)[C:7]([O:9][CH3:10])=[O:8].C([O-])([O-])=O.[K+].[K+].[C:20]([O:24][C:25]([NH:27][CH2:28][CH2:29][CH2:30]Br)=[O:26])([CH3:23])([CH3:22])[CH3:21].[I-].[K+]. (2) Given the product [CH3:52][C:53]1[C:58]([CH2:59][O:15][C:16]2[CH:17]=[C:18]3[C:23](=[CH:24][CH:25]=2)[CH2:22][N:21]([C:26]([O:28][C:29]([CH3:32])([CH3:31])[CH3:30])=[O:27])[CH2:20][CH2:19]3)=[CH:57][CH:56]=[CH:55][C:54]=1[C:61]1[CH:66]=[CH:65][CH:64]=[CH:63][CH:62]=1, predict the reactants needed to synthesize it. The reactants are: N(C(OC(C)C)=O)=NC(OC(C)C)=O.[OH:15][C:16]1[CH:17]=[C:18]2[C:23](=[CH:24][CH:25]=1)[CH2:22][N:21]([C:26]([O:28][C:29]([CH3:32])([CH3:31])[CH3:30])=[O:27])[CH2:20][CH2:19]2.C1(P(C2C=CC=CC=2)C2C=CC=CC=2)C=CC=CC=1.[CH3:52][C:53]1[C:58]([CH2:59]O)=[CH:57][CH:56]=[CH:55][C:54]=1[C:61]1[CH:66]=[CH:65][CH:64]=[CH:63][CH:62]=1. (3) The reactants are: I.FC1C=CC([C@H:9]2[C@@H:13]([C:14]3[CH:19]=[CH:18][C:17]([F:20])=[CH:16][CH:15]=3)[NH:12][C:11]([S:21][CH3:22])=[N:10]2)=CC=1.C(N(CC)CC)C.[C:30]([O:34][C:35](O[C:35]([O:34][C:30]([CH3:33])([CH3:32])[CH3:31])=[O:36])=[O:36])([CH3:33])([CH3:32])[CH3:31]. Given the product [F:20][C:17]1[CH:16]=[CH:15][C:14]([CH:13]2[CH2:9][N:10]([C:35]([O:34][C:30]([CH3:33])([CH3:32])[CH3:31])=[O:36])[C:11]([S:21][CH3:22])=[N:12]2)=[CH:19][CH:18]=1, predict the reactants needed to synthesize it. (4) Given the product [N:40]1([CH2:7][CH2:8][O:9][C:10]2[CH:19]=[C:18]3[C:13]([C:14]([O:20][C:21]4[C:22]([CH3:31])=[N:23][C:24]5[C:29]([CH:30]=4)=[CH:28][CH:27]=[CH:26][CH:25]=5)=[CH:15][CH:16]=[N:17]3)=[CH:12][C:11]=2[O:32][CH3:33])[CH:44]=[CH:43][N:42]=[CH:41]1, predict the reactants needed to synthesize it. The reactants are: CN(C)C=O.Cl[CH2:7][CH2:8][O:9][C:10]1[CH:19]=[C:18]2[C:13]([C:14]([O:20][C:21]3[C:22]([CH3:31])=[N:23][C:24]4[C:29]([CH:30]=3)=[CH:28][CH:27]=[CH:26][CH:25]=4)=[CH:15][CH:16]=[N:17]2)=[CH:12][C:11]=1[O:32][CH3:33].C(=O)([O-])[O-].[K+].[K+].[NH:40]1[CH:44]=[CH:43][N:42]=[CH:41]1.